This data is from Forward reaction prediction with 1.9M reactions from USPTO patents (1976-2016). The task is: Predict the product of the given reaction. (1) Given the reactants Cl.[CH3:2][O:3][C:4]1[CH:5]=[C:6]([C:12]2[C@@H:21]3[C@@H:16]([CH2:17][CH2:18][CH2:19][CH2:20]3)[C:15](=[O:22])[N:14]([CH:23]3[CH2:28][CH2:27][NH:26][CH2:25][CH2:24]3)[N:13]=2)[CH:7]=[CH:8][C:9]=1[O:10][CH3:11].[C:29]([O:33][C:34]([NH:36][C@@H:37]([C:49](O)=[O:50])[CH2:38][C:39]1[CH:44]=[CH:43][CH:42]=[CH:41][C:40]=1[C:45]([F:48])([F:47])[F:46])=[O:35])([CH3:32])([CH3:31])[CH3:30].CCOC(C(C#N)=NOC(N1CCOCC1)=[N+](C)C)=O.F[P-](F)(F)(F)(F)F.CCN(C(C)C)C(C)C, predict the reaction product. The product is: [CH3:2][O:3][C:4]1[CH:5]=[C:6]([C:12]2[C@@H:21]3[C@@H:16]([CH2:17][CH2:18][CH2:19][CH2:20]3)[C:15](=[O:22])[N:14]([CH:23]3[CH2:24][CH2:25][N:26]([C:49](=[O:50])[C@H:37]([NH:36][C:34](=[O:35])[O:33][C:29]([CH3:30])([CH3:31])[CH3:32])[CH2:38][C:39]4[CH:44]=[CH:43][CH:42]=[CH:41][C:40]=4[C:45]([F:48])([F:47])[F:46])[CH2:27][CH2:28]3)[N:13]=2)[CH:7]=[CH:8][C:9]=1[O:10][CH3:11]. (2) Given the reactants [Cl:1][C:2]1[CH:3]=[C:4]([C@H:9]2[O:13][C:12](=[O:14])[NH:11][C@H:10]2[CH3:15])[CH:5]=[C:6]([Cl:8])[CH:7]=1.[H-].[Na+].[CH3:18][O:19][C:20]1[CH:25]=[CH:24][C:23]([C:26]2[CH:31]=[CH:30][C:29]([C:32]([O:34][CH3:35])=[O:33])=[CH:28][C:27]=2[CH3:36])=[CH:22][C:21]=1[C:37]1[C:38]([CH2:45]OS(C)(=O)=O)=[N:39][C:40]([S:43][CH3:44])=[N:41][CH:42]=1, predict the reaction product. The product is: [Cl:8][C:6]1[CH:5]=[C:4]([C@H:9]2[O:13][C:12](=[O:14])[N:11]([CH2:45][C:38]3[C:37]([C:21]4[CH:22]=[C:23]([C:26]5[CH:31]=[CH:30][C:29]([C:32]([O:34][CH3:35])=[O:33])=[CH:28][C:27]=5[CH3:36])[CH:24]=[CH:25][C:20]=4[O:19][CH3:18])=[CH:42][N:41]=[C:40]([S:43][CH3:44])[N:39]=3)[C@H:10]2[CH3:15])[CH:3]=[C:2]([Cl:1])[CH:7]=1. (3) Given the reactants [OH:1][C:2]1[CH:3]=[N:4][CH:5]=[CH:6][C:7]=1[NH2:8].[NH2:9][C:10]1[CH:18]=[CH:17][CH:16]=[CH:15][C:11]=1[C:12](O)=O, predict the reaction product. The product is: [N:8]1[C:7]2[CH:6]=[CH:5][N:4]=[CH:3][C:2]=2[O:1][C:12]=1[C:11]1[CH:15]=[CH:16][CH:17]=[CH:18][C:10]=1[NH2:9]. (4) Given the reactants [NH2:1][C@H:2]([C:5]([NH:7][CH2:8][C:9]([OH:11])=[O:10])=[O:6])[CH2:3][SH:4].Cl.N[C@H:14]([C:17](O)=O)[CH2:15]S, predict the reaction product. The product is: [NH2:1][C@H:2]([C:5]([NH:7][C@H:8]([C:9]([OH:11])=[O:10])[CH:14]([CH3:17])[CH3:15])=[O:6])[CH2:3][SH:4]. (5) Given the reactants FC(F)(F)C(O)=O.[Cl:8][C:9]1[CH:14]=[C:13]2[NH:15][C:16](=[O:38])[C:17]3([CH:21]([C:22]4[CH:27]=[CH:26][CH:25]=[C:24]([Cl:28])[C:23]=4[F:29])[CH:20]([C:30](O)=[O:31])[NH:19][CH:18]3[CH2:33][C:34]([CH3:37])([CH3:36])[CH3:35])[C:12]2=[CH:11][CH:10]=1.C(N(C(C)C)CC)(C)C.C1(P(Cl)(C2C=CC=CC=2)=O)C=CC=CC=1.[NH2:63][C:64]1[CH:69]=[CH:68][C:67]([C:70](=[O:80])[CH2:71][O:72][Si:73]([C:76]([CH3:79])([CH3:78])[CH3:77])([CH3:75])[CH3:74])=[CH:66][CH:65]=1, predict the reaction product. The product is: [C:76]([Si:73]([CH3:75])([CH3:74])[O:72][CH2:71][C:70]([C:67]1[CH:68]=[CH:69][C:64]([NH:63][C:30]([CH:20]2[NH:19][CH:18]([CH2:33][C:34]([CH3:37])([CH3:35])[CH3:36])[C:17]3([C:12]4[C:13](=[CH:14][C:9]([Cl:8])=[CH:10][CH:11]=4)[NH:15][C:16]3=[O:38])[CH:21]2[C:22]2[CH:27]=[CH:26][CH:25]=[C:24]([Cl:28])[C:23]=2[F:29])=[O:31])=[CH:65][CH:66]=1)=[O:80])([CH3:79])([CH3:78])[CH3:77]. (6) Given the reactants [C:1](O)(=O)/[C:2](=[C:4](\[CH:6]=[O:7])/[Br:5])/[Br:3].[F:10][C:11]1[CH:16]=[CH:15][C:14]([NH:17][NH2:18])=[CH:13][CH:12]=1.Cl, predict the reaction product. The product is: [F:10][C:11]1[CH:16]=[CH:15][C:14]([N:17]2[C:6](=[O:7])[C:4]([Br:5])=[C:2]([Br:3])[CH:1]=[N:18]2)=[CH:13][CH:12]=1. (7) Given the reactants [F:1][C:2]1[CH:3]=[C:4]([NH:15][C:16]2[CH:17]=[C:18]3[C:24]([CH3:25])=[N:23][N:22](CC4C=CC(OC)=CC=4)[C:19]3=[N:20][CH:21]=2)[CH:5]=[CH:6][C:7]=1[N:8]1[CH2:13][CH2:12][N:11]([CH3:14])[CH2:10][CH2:9]1.FC(F)(F)C(O)=O, predict the reaction product. The product is: [F:1][C:2]1[CH:3]=[C:4]([NH:15][C:16]2[CH:17]=[C:18]3[C:24]([CH3:25])=[N:23][NH:22][C:19]3=[N:20][CH:21]=2)[CH:5]=[CH:6][C:7]=1[N:8]1[CH2:13][CH2:12][N:11]([CH3:14])[CH2:10][CH2:9]1.